From a dataset of Reaction yield outcomes from USPTO patents with 853,638 reactions. Predict the reaction yield, written as a fraction of the theoretical maximum amount of product (1.0 means a 100% yield; for example, 0.34 means a 34% yield). (1) The reactants are [O:1]1[CH:5]=[CH:4][CH:3]=[C:2]1[C:6](=[O:16])[CH2:7][C:8]1[CH:9]=[N:10][C:11]([O:14]C)=[CH:12][CH:13]=1.I[CH3:18]. The catalyst is CC(OC)(C)C. The product is [O:1]1[CH:5]=[CH:4][CH:3]=[C:2]1[C:6](=[O:16])[CH2:7][C:8]1[CH:13]=[CH:12][C:11](=[O:14])[N:10]([CH3:18])[CH:9]=1. The yield is 0.857. (2) The reactants are [N:1]1[CH:2]=[CH:3][N:4]2[CH:9]=[CH:8][C:7]([C:10]3[CH:15]=[CH:14][N:13]=[C:12]([CH2:16][CH:17]([NH2:19])[CH3:18])[CH:11]=3)=[CH:6][C:5]=12.[C:20]([O:24][C:25](O[C:25]([O:24][C:20]([CH3:23])([CH3:22])[CH3:21])=[O:26])=[O:26])([CH3:23])([CH3:22])[CH3:21].[OH-].[Na+].[Cl-].[Na+]. The catalyst is C1COCC1.C(Cl)Cl.C(OCC)(=O)C.O. The product is [C:20]([O:24][C:25](=[O:26])[NH:19][CH:17]([CH3:18])[CH2:16][C:12]1[CH:11]=[C:10]([C:7]2[CH:8]=[CH:9][N:4]3[CH:3]=[CH:2][N:1]=[C:5]3[CH:6]=2)[CH:15]=[CH:14][N:13]=1)([CH3:23])([CH3:22])[CH3:21]. The yield is 0.890. (3) The reactants are [H-].[Na+].[NH2:3][C:4]1[CH:5]=[CH:6][C:7]([N:12]2[CH2:17][CH2:16][O:15][CH2:14][CH2:13]2)=[C:8]([CH:11]=1)[CH2:9][OH:10].[CH2:18](Cl)[CH:19]=[CH2:20].O. The catalyst is O1CCCC1.[I-].C([N+](CCCC)(CCCC)CCCC)CCC.C(OCC)(=O)C. The product is [CH2:20]([O:10][CH2:9][C:8]1[CH:11]=[C:4]([NH2:3])[CH:5]=[CH:6][C:7]=1[N:12]1[CH2:13][CH2:14][O:15][CH2:16][CH2:17]1)[CH:19]=[CH2:18]. The yield is 0.500. (4) No catalyst specified. The reactants are [Cl:1][CH2:2][CH2:3][O:4][C:5]1[CH:6]=[C:7]([CH:28]=[CH:29][CH:30]=1)[CH2:8][N:9]1[C:15]2[CH:16]=[CH:17][C:18]([OH:20])=[CH:19][C:14]=2[O:13][CH2:12][CH:11]([C:21]2[CH:26]=[CH:25][C:24]([OH:27])=[CH:23][CH:22]=2)[CH2:10]1.[H-].[Na+].Cl[CH2:34][O:35][CH3:36].C1[CH2:41][O:40][CH2:39]C1. The product is [Cl:1][CH2:2][CH2:3][O:4][C:5]1[CH:6]=[C:7]([CH:28]=[CH:29][CH:30]=1)[CH2:8][N:9]1[C:15]2[CH:16]=[CH:17][C:18]([O:20][CH2:34][O:35][CH3:36])=[CH:19][C:14]=2[O:13][CH2:12][CH:11]([C:21]2[CH:22]=[CH:23][C:24]([O:27][CH2:39][O:40][CH3:41])=[CH:25][CH:26]=2)[CH2:10]1. The yield is 0.740. (5) The reactants are CC1(C)COB([C:8]2[CH:18]=[CH:17][C:11]([O:12][CH2:13][CH2:14][CH2:15][OH:16])=[CH:10][CH:9]=2)OC1.Br[C:21]1[CH:22]=[C:23]2[C:27](=[CH:28][C:29]=1[Cl:30])[NH:26][CH:25]=[C:24]2[CH:31]=[O:32].C1(C)C=CC=CC=1.C(=O)([O-])[O-].[K+].[K+]. The catalyst is C(O)C.C1C=CC(P(C2C=CC=CC=2)[C-]2C=CC=C2)=CC=1.C1C=CC(P(C2C=CC=CC=2)[C-]2C=CC=C2)=CC=1.Cl[Pd]Cl.[Fe+2]. The product is [Cl:30][C:29]1[CH:28]=[C:27]2[C:23]([C:24]([CH:31]=[O:32])=[CH:25][NH:26]2)=[CH:22][C:21]=1[C:8]1[CH:9]=[CH:10][C:11]([O:12][CH2:13][CH2:14][CH2:15][OH:16])=[CH:17][CH:18]=1. The yield is 0.430. (6) The reactants are [H-].[Na+].[NH:3]1[C:7]2[CH:8]=[CH:9][CH:10]=[CH:11][C:6]=2[N:5]=[C:4]1[C:12]([O:14][CH2:15][CH3:16])=[O:13].[Br:17][CH2:18][CH2:19]Br. The catalyst is CN(C=O)C.O. The product is [Br:17][CH2:18][CH2:19][N:3]1[C:7]2[CH:8]=[CH:9][CH:10]=[CH:11][C:6]=2[N:5]=[C:4]1[C:12]([O:14][CH2:15][CH3:16])=[O:13]. The yield is 0.380.